From a dataset of Cav3 T-type calcium channel HTS with 100,875 compounds. Binary Classification. Given a drug SMILES string, predict its activity (active/inactive) in a high-throughput screening assay against a specified biological target. (1) The molecule is O1CCN(CC1)C(=O)N(Cc1c2n(nnn2)c2c(c1)cc(cc2)C)CCc1ccccc1. The result is 0 (inactive). (2) The compound is S(=O)(=O)(N(CC(=O)N1CCC(CC1)C(OCC)=O)c1cc2OCCOc2cc1)C. The result is 0 (inactive). (3) The drug is O=C1N(CCC1)CCCNC(=O)COC(=O)c1c2c(nc(c1)C)cccc2. The result is 0 (inactive). (4) The drug is O1CCN(CC1)CCNc1nc(NCC=C)nc(OC)n1. The result is 0 (inactive). (5) The compound is O=C1N(C(=O)C2C1C(NC2c1cc(OC)c(OC)c(OC)c1)(CCC)C(OC)=O)CC. The result is 0 (inactive). (6) The drug is s1c(c2[nH]c(nc2c2ccccc2)c2cc(OC)c(OC)c(OC)c2)ccc1. The result is 0 (inactive). (7) The molecule is FC(F)(F)C(=O)NC1c2c(C(=O)C1)cc(OCC)c(OC)c2. The result is 0 (inactive). (8) The molecule is s1nnc(C(=O)N(CC(=O)NC2CCCCC2)c2c(OC)cccc2)c1. The result is 0 (inactive).